From a dataset of Forward reaction prediction with 1.9M reactions from USPTO patents (1976-2016). Predict the product of the given reaction. (1) Given the reactants C([O:5][C:6](=[O:35])[CH2:7][N:8]1[C:16]2[C:11](=[CH:12][CH:13]=[C:14]([O:17][CH2:18][C:19]3[S:23][C:22]([C:24]4[CH:29]=[CH:28][C:27]([C:30]([F:33])([F:32])[F:31])=[CH:26][CH:25]=4)=[N:21][C:20]=3[CH3:34])[CH:15]=2)[CH:10]=[CH:9]1)(C)(C)C.[Li+].[OH-], predict the reaction product. The product is: [CH3:34][C:20]1[N:21]=[C:22]([C:24]2[CH:25]=[CH:26][C:27]([C:30]([F:33])([F:31])[F:32])=[CH:28][CH:29]=2)[S:23][C:19]=1[CH2:18][O:17][C:14]1[CH:15]=[C:16]2[C:11]([CH:10]=[CH:9][N:8]2[CH2:7][C:6]([OH:35])=[O:5])=[CH:12][CH:13]=1. (2) Given the reactants [C:1]1([Si:7]([O:14][CH2:15][CH3:16])([O:11][CH2:12][CH3:13])[O:8][CH2:9][CH3:10])[CH:6]=[CH:5][CH:4]=[CH:3][CH:2]=1.[CH2:17](O)[CH2:18][CH2:19][CH2:20][CH2:21][CH2:22]CC, predict the reaction product. The product is: [C:1]1([Si:7]([O:14][CH2:15][CH3:16])([O:8][CH2:9][CH3:10])[O:11][CH2:12][CH2:13][CH2:17][CH2:18][CH2:19][CH2:20][CH2:21][CH3:22])[CH:2]=[CH:3][CH:4]=[CH:5][CH:6]=1. (3) Given the reactants C[O:2][C:3]1[CH:4]=[C:5]([NH:9][C:10](=[O:19])[CH:11]=[CH:12]C2C=CC=CC=2)[CH:6]=[CH:7][CH:8]=1.[Cl-].[Al+3].[Cl-].[Cl-], predict the reaction product. The product is: [OH:2][C:3]1[CH:4]=[C:5]2[C:6]([CH:12]=[CH:11][C:10](=[O:19])[NH:9]2)=[CH:7][CH:8]=1.